This data is from Reaction yield outcomes from USPTO patents with 853,638 reactions. The task is: Predict the reaction yield, written as a fraction of the theoretical maximum amount of product (1.0 means a 100% yield; for example, 0.34 means a 34% yield). The reactants are [NH2:1][C:2]1[CH:7]=[CH:6][CH:5]=[C:4](Cl)[N:3]=1.[O:9]1[CH:13]=[CH:12][CH:11]=[C:10]1B(O)O. No catalyst specified. The product is [O:9]1[CH:13]=[CH:12][CH:11]=[C:10]1[C:4]1[N:3]=[C:2]([NH2:1])[CH:7]=[CH:6][CH:5]=1. The yield is 0.860.